Predict which catalyst facilitates the given reaction. From a dataset of Catalyst prediction with 721,799 reactions and 888 catalyst types from USPTO. (1) Reactant: [I:1][C:2]1[C:3]([NH:11]C(=O)C)=[CH:4][C:5]2[O:9][CH2:8][O:7][C:6]=2[CH:10]=1.[OH-].[Na+]. Product: [I:1][C:2]1[C:3]([NH2:11])=[CH:4][C:5]2[O:9][CH2:8][O:7][C:6]=2[CH:10]=1. The catalyst class is: 40. (2) Product: [NH:1]1[C:5]2[CH:6]=[CH:7][C:8]([N:10]3[CH:16]([C:15]4[CH:18]=[CH:19][C:20]([O:21][CH3:22])=[C:13]([O:12][CH3:11])[CH:14]=4)[CH2:30][NH:29][C:34]3=[O:35])=[CH:9][C:4]=2[N:3]=[CH:2]1. The catalyst class is: 45. Reactant: [NH:1]1[C:5]2[CH:6]=[CH:7][C:8]([NH2:10])=[CH:9][C:4]=2[N:3]=[CH:2]1.[CH3:11][O:12][C:13]1[CH:14]=[C:15]([CH:18]=[CH:19][C:20]=1[O:21][CH3:22])[CH:16]=O.[Si](C#N)(C)(C)C.[N:29]1([C:34](N2C=CN=C2)=[O:35])C=CN=[CH:30]1. (3) Reactant: C([CH:3]1[CH2:6][CH2:5][C:4]1([O:10][C:11]1[CH:16]=[CH:15][C:14]([Cl:17])=[CH:13][CH:12]=1)[C:7]([OH:9])=[O:8])C.Cl. Product: [Cl:17][C:14]1[CH:13]=[CH:12][C:11]([O:10][C:4]2([C:7]([OH:9])=[O:8])[CH2:5][CH2:6][CH2:3]2)=[CH:16][CH:15]=1. The catalyst class is: 15.